From a dataset of Catalyst prediction with 721,799 reactions and 888 catalyst types from USPTO. Predict which catalyst facilitates the given reaction. (1) The catalyst class is: 11. Reactant: [CH3:1][O:2][C:3]1[CH:17]=[CH:16][C:6]([CH2:7][N:8]2[N:12]=[N:11][C:10]([C:13](O)=[O:14])=[N:9]2)=[CH:5][CH:4]=1.O=S(Cl)[Cl:20]. Product: [CH3:1][O:2][C:3]1[CH:17]=[CH:16][C:6]([CH2:7][N:8]2[N:12]=[N:11][C:10]([C:13]([Cl:20])=[O:14])=[N:9]2)=[CH:5][CH:4]=1. (2) Reactant: [Cl:1][C:2]1[CH:3]=[C:4]2[C:8](=[CH:9][CH:10]=1)[NH:7][CH:6]=[C:5]2[CH2:11][CH2:12][NH:13][C:14](=[O:23])[C:15]1[CH:20]=[CH:19][C:18]([CH2:21]Cl)=[CH:17][CH:16]=1.[CH:24]1([CH2:30][NH2:31])[CH2:29][CH2:28][CH2:27][CH2:26][CH2:25]1.[I-].[Na+]. Product: [Cl:1][C:2]1[CH:3]=[C:4]2[C:8](=[CH:9][CH:10]=1)[NH:7][CH:6]=[C:5]2[CH2:11][CH2:12][NH:13][C:14](=[O:23])[C:15]1[CH:20]=[CH:19][C:18]([CH2:21][NH:31][CH2:30][CH:24]2[CH2:29][CH2:28][CH2:27][CH2:26][CH2:25]2)=[CH:17][CH:16]=1. The catalyst class is: 1. (3) Reactant: [Cl:1][C:2]1[CH:7]=[CH:6][C:5]([CH2:8][CH2:9][O:10][C:11]2[CH:18]=[CH:17][C:14]([CH:15]=O)=[CH:13][CH:12]=2)=[CH:4][CH:3]=1.[CH2:19]([NH:23][C:24]1[C:25]([NH2:38])=[CH:26][CH:27]=[C:28]([O:30][CH2:31][CH2:32][N:33]2[CH2:37][CH2:36][CH2:35][CH2:34]2)[CH:29]=1)[CH2:20][CH2:21][CH3:22]. Product: [CH2:19]([N:23]1[C:24]2[CH:29]=[C:28]([O:30][CH2:31][CH2:32][N:33]3[CH2:37][CH2:36][CH2:35][CH2:34]3)[CH:27]=[CH:26][C:25]=2[N:38]=[C:15]1[C:14]1[CH:17]=[CH:18][C:11]([O:10][CH2:9][CH2:8][C:5]2[CH:6]=[CH:7][C:2]([Cl:1])=[CH:3][CH:4]=2)=[CH:12][CH:13]=1)[CH2:20][CH2:21][CH3:22]. The catalyst class is: 8. (4) Reactant: [CH2:1]([O:3][C:4]([C:6]1[NH:7][C:8]2[C:13]([CH:14]=1)=[CH:12][CH:11]=[C:10](Br)[CH:9]=2)=[O:5])[CH3:2].[C:16]([C:20]1[CH:25]=[CH:24][C:23](B(O)O)=[CH:22][CH:21]=1)([CH3:19])([CH3:18])[CH3:17].[O-]P([O-])([O-])=O.[K+].[K+].[K+].C(P(C(C)(C)C)C1C=CC=CC=1C1C=CC=CC=1P(C(C)(C)C)C(C)(C)C)(C)(C)C.C([O-])(O)=O.[Na+]. Product: [CH2:1]([O:3][C:4]([C:6]1[NH:7][C:8]2[C:13]([CH:14]=1)=[CH:12][CH:11]=[C:10]([C:23]1[CH:24]=[CH:25][C:20]([C:16]([CH3:19])([CH3:18])[CH3:17])=[CH:21][CH:22]=1)[CH:9]=2)=[O:5])[CH3:2]. The catalyst class is: 718.